From a dataset of Reaction yield outcomes from USPTO patents with 853,638 reactions. Predict the reaction yield, written as a fraction of the theoretical maximum amount of product (1.0 means a 100% yield; for example, 0.34 means a 34% yield). (1) The reactants are S(O)(O)(=O)=O.[NH2:6][CH2:7][C:8]#[N:9].C(Cl)Cl.C(N(CC)C(C)C)(C)C.[CH2:22]([N:29]=[C:30]=[O:31])[C:23]1[CH:28]=[CH:27][CH:26]=[CH:25][CH:24]=1. The catalyst is [Cl-].[Na+].O.CCOC(C)=O. The product is [CH2:22]([NH:29][C:30]([NH:9][CH2:8][C:7]#[N:6])=[O:31])[C:23]1[CH:28]=[CH:27][CH:26]=[CH:25][CH:24]=1. The yield is 0.900. (2) The catalyst is CN(C)C=O. The yield is 0.890. The product is [Br:1][C:2]1[CH:7]=[C:6]([Cl:16])[N:5]=[C:4]2[NH:9][CH:10]=[CH:11][C:3]=12. The reactants are [Br:1][C:2]1[CH:7]=[CH:6][N+:5]([O-])=[C:4]2[NH:9][CH:10]=[CH:11][C:3]=12.CS([Cl:16])(=O)=O. (3) The reactants are [OH:1][CH2:2][CH:3]1[CH2:7][N:6]([C@@H:8]([CH2:16][CH3:17])[C:9]([O:11][C:12]([CH3:15])([CH3:14])[CH3:13])=[O:10])[C:5](=[O:18])[CH2:4]1. The catalyst is C(Cl)Cl.N1C=CC=CC=1. The product is [C:12]([O:11][C:9]([C@@H:8]([N:6]1[C:5](=[O:18])[CH2:4][CH:3]([CH:2]=[O:1])[CH2:7]1)[CH2:16][CH3:17])=[O:10])([CH3:15])([CH3:13])[CH3:14]. The yield is 0.410. (4) The reactants are [C:1]([O:5][C:6](=[O:39])[N:7]([CH:9]([C:11](=[O:38])[NH:12][CH:13]([C:18]([N:20]1[CH2:24][CH2:23][CH:22]2[NH:25][CH2:26][CH:27]([CH2:28][O:29][C:30]3[CH:35]=[CH:34][C:33]([F:36])=[C:32]([F:37])[CH:31]=3)[CH:21]12)=[O:19])[C:14]([CH3:17])([CH3:16])[CH3:15])[CH3:10])[CH3:8])([CH3:4])([CH3:3])[CH3:2].[CH3:40][N:41]([CH3:45])[C:42](Cl)=[O:43]. The catalyst is C(Cl)Cl. The product is [C:1]([O:5][C:6](=[O:39])[N:7]([CH:9]([C:11](=[O:38])[NH:12][CH:13]([C:18]([N:20]1[CH2:24][CH2:23][CH:22]2[N:25]([C:42](=[O:43])[N:41]([CH3:45])[CH3:40])[CH2:26][CH:27]([CH2:28][O:29][C:30]3[CH:35]=[CH:34][C:33]([F:36])=[C:32]([F:37])[CH:31]=3)[CH:21]12)=[O:19])[C:14]([CH3:16])([CH3:17])[CH3:15])[CH3:10])[CH3:8])([CH3:2])([CH3:3])[CH3:4]. The yield is 1.00. (5) The reactants are CS(O[CH:6]1[CH2:11][CH2:10][N:9]([C:12]([O:14][C:15]([CH3:18])([CH3:17])[CH3:16])=[O:13])[CH2:8][CH2:7]1)(=O)=O.[F:19][C:20]([F:30])([F:29])[O:21][C:22]1[CH:23]=[C:24]([SH:28])[CH:25]=[CH:26][CH:27]=1.C(=O)([O-])[O-].[K+].[K+].O. The yield is 0.740. The product is [F:30][C:20]([F:19])([F:29])[O:21][C:22]1[CH:23]=[C:24]([S:28][CH:6]2[CH2:7][CH2:8][N:9]([C:12]([O:14][C:15]([CH3:16])([CH3:17])[CH3:18])=[O:13])[CH2:10][CH2:11]2)[CH:25]=[CH:26][CH:27]=1. The catalyst is CN(C)C=O.